This data is from Forward reaction prediction with 1.9M reactions from USPTO patents (1976-2016). The task is: Predict the product of the given reaction. (1) Given the reactants [CH3:1][C:2]1[N:7]=[C:6]([N+:8]([O-])=O)[C:5]([OH:11])=[CH:4][CH:3]=1, predict the reaction product. The product is: [NH2:8][C:6]1[C:5]([OH:11])=[CH:4][CH:3]=[C:2]([CH3:1])[N:7]=1. (2) The product is: [C:23]([C:20]1[CH:19]=[CH:18][C:17]([O:16][CH2:15][CH2:14][CH2:13][O:12][C:9]2[CH:10]=[CH:11][C:6]([CH2:5][C@H:4]([O:32][CH2:33][CH3:34])[C:3]([OH:35])=[O:2])=[CH:7][C:8]=2[Cl:31])=[CH:22][CH:21]=1)(=[O:30])[C:24]1[CH:25]=[CH:26][CH:27]=[CH:28][CH:29]=1. Given the reactants C[O:2][C:3](=[O:35])[C@@H:4]([O:32][CH2:33][CH3:34])[CH2:5][C:6]1[CH:11]=[CH:10][C:9]([O:12][CH2:13][CH2:14][CH2:15][O:16][C:17]2[CH:22]=[CH:21][C:20]([C:23](=[O:30])[C:24]3[CH:29]=[CH:28][CH:27]=[CH:26][CH:25]=3)=[CH:19][CH:18]=2)=[C:8]([Cl:31])[CH:7]=1.[Li+].[OH-], predict the reaction product. (3) The product is: [O:21]1[C:22]2[CH:23]=[CH:24][C:15]([C:16]3[C:17]([CH3:22])=[CH:18][CH:19]=[C:26]([CH3:27])[C:15]=3[CH:1]=[O:4])=[CH:16][C:17]=2[CH2:18][CH2:19][CH2:20]1. Given the reactants [C:1](=[O:4])([O-])[O-].[Na+].[Na+].CC1(C)C(C)(C)OB([C:15]2[CH:16]=[C:17]3[C:22](=[CH:23][CH:24]=2)[O:21][CH2:20][CH2:19][CH2:18]3)O1.[CH2:26](O)[CH3:27].O, predict the reaction product.